From a dataset of Forward reaction prediction with 1.9M reactions from USPTO patents (1976-2016). Predict the product of the given reaction. (1) Given the reactants [Cl-].[NH4+].[Br:3][C:4]1[CH:9]=[CH:8][C:7]([C:10]2[C:11]([C:19]([O:21][CH3:22])=[O:20])=[CH:12][C:13]([N+:16]([O-])=O)=[CH:14][CH:15]=2)=[CH:6][CH:5]=1, predict the reaction product. The product is: [NH2:16][C:13]1[CH:12]=[C:11]([C:19]([O:21][CH3:22])=[O:20])[C:10]([C:7]2[CH:6]=[CH:5][C:4]([Br:3])=[CH:9][CH:8]=2)=[CH:15][CH:14]=1. (2) Given the reactants [Cl:1][C:2]1[CH:7]=[C:6](I)[CH:5]=[CH:4][C:3]=1[O:9][CH3:10].C[Si]([C:15]#[C:16][C:17]1[CH:18]=[N:19][CH:20]=[C:21]([CH:24]=1)[C:22]#[N:23])(C)C, predict the reaction product. The product is: [Cl:1][C:2]1[CH:7]=[C:6]([C:15]#[C:16][C:17]2[CH:18]=[N:19][CH:20]=[C:21]([CH:24]=2)[C:22]#[N:23])[CH:5]=[CH:4][C:3]=1[O:9][CH3:10]. (3) The product is: [Br:1][C:2]1[CH:7]=[CH:6][C:5]([O:8][CH3:9])=[CH:4][C:3]=1[CH2:10][Br:23]. Given the reactants [Br:1][C:2]1[CH:7]=[CH:6][C:5]([O:8][CH3:9])=[CH:4][C:3]=1[CH3:10].C(Cl)(Cl)(Cl)Cl.C1C(=O)N([Br:23])C(=O)C1, predict the reaction product. (4) Given the reactants [N:1]1(C(OCC2C=CC=CC=2)=O)[CH2:6][CH2:5][CH:4]([C:7]([O:9][CH2:10][CH3:11])=[O:8])[CH2:3][CH2:2]1.C[Si]([N-][Si](C)(C)C)(C)C.[Li+].I[CH2:33][CH3:34].C(=O)([O-])O.[Na+].[H][H], predict the reaction product. The product is: [CH2:33]([C:4]1([C:7]([O:9][CH2:10][CH3:11])=[O:8])[CH2:3][CH2:2][NH:1][CH2:6][CH2:5]1)[CH3:34]. (5) Given the reactants [C:8](O[C:8]([C:10]([F:13])([F:12])[F:11])=[O:9])([C:10]([F:13])([F:12])[F:11])=[O:9].[NH2:14][C:15]1[CH:35]=[C:34]([C:36]2[N:40]=[C:39]([CH3:41])[O:38][N:37]=2)[CH:33]=[CH:32][C:16]=1[CH2:17][NH:18][C:19](=[O:31])[C:20]1[CH:25]=[C:24]([O:26][CH3:27])[C:23]([CH3:28])=[C:22]([O:29][CH3:30])[CH:21]=1.N1C=CC=CC=1, predict the reaction product. The product is: [CH3:30][O:29][C:22]1[CH:21]=[C:20]([CH:25]=[C:24]([O:26][CH3:27])[C:23]=1[CH3:28])[C:19]([NH:18][CH2:17][C:16]1[CH:32]=[CH:33][C:34]([C:36]2[N:40]=[C:39]([CH3:41])[O:38][N:37]=2)=[CH:35][C:15]=1[NH:14][C:8](=[O:9])[C:10]([F:11])([F:12])[F:13])=[O:31]. (6) Given the reactants [C:1]([O:5][C:6]([NH:8][C:9]1([CH2:13][C:14]([OH:16])=O)[CH2:12][CH2:11][CH2:10]1)=[O:7])([CH3:4])([CH3:3])[CH3:2].C(N(C(C)C)CC)(C)C.F[P-](F)(F)(F)(F)F.CN(C(=[N+](C)C)ON1C2=NC=CC=C2N=N1)C.Cl.[Cl:51][C:52]1[CH:62]=[CH:61][C:55]([O:56][CH:57]2[CH2:60][NH:59][CH2:58]2)=[CH:54][CH:53]=1, predict the reaction product. The product is: [C:1]([O:5][C:6](=[O:7])[NH:8][C:9]1([CH2:13][C:14]([N:59]2[CH2:60][CH:57]([O:56][C:55]3[CH:54]=[CH:53][C:52]([Cl:51])=[CH:62][CH:61]=3)[CH2:58]2)=[O:16])[CH2:10][CH2:11][CH2:12]1)([CH3:2])([CH3:3])[CH3:4]. (7) Given the reactants [CH:1]#[C:2][CH2:3][CH2:4][CH2:5][CH3:6].[CH3:7][CH:8]([CH3:12])[CH2:9][CH:10]=O.[CH2:13]([NH:20][CH2:21][C:22]1[CH:27]=[CH:26][CH:25]=[CH:24][CH:23]=1)[C:14]1[CH:19]=[CH:18][CH:17]=[CH:16][CH:15]=1, predict the reaction product. The product is: [CH2:21]([N:20]([CH2:13][C:14]1[CH:19]=[CH:18][CH:17]=[CH:16][CH:15]=1)[CH:10]([C:1]#[C:2][CH2:3][CH2:4][CH2:5][CH3:6])[CH2:9][CH:8]([CH3:12])[CH3:7])[C:22]1[CH:27]=[CH:26][CH:25]=[CH:24][CH:23]=1. (8) Given the reactants C(O)(=O)C.[Cl:5][C:6]1[CH:11]=[C:10]([N+:12]([O-])=O)[CH:9]=[C:8]([C:15]([F:18])([F:17])[F:16])[C:7]=1[NH2:19], predict the reaction product. The product is: [Cl:5][C:6]1[CH:11]=[C:10]([NH2:12])[CH:9]=[C:8]([C:15]([F:18])([F:17])[F:16])[C:7]=1[NH2:19]. (9) The product is: [Cl:11][C:4]1[N:3]=[C:2]([NH:17][C@@H:16]([CH2:18][C:19]([O:21][CH3:22])=[O:20])[C:15]([O:14][CH3:13])=[O:23])[C:7]([N+:8]([O-:10])=[O:9])=[CH:6][CH:5]=1. Given the reactants Cl[C:2]1[C:7]([N+:8]([O-:10])=[O:9])=[CH:6][CH:5]=[C:4]([Cl:11])[N:3]=1.Cl.[CH3:13][O:14][C:15](=[O:23])[C@H:16]([CH2:18][C:19]([O:21][CH3:22])=[O:20])[NH2:17].C([O-])(O)=O.[Na+].ClC1C=CC=C(Cl)N=1, predict the reaction product.